Task: Regression. Given a peptide amino acid sequence and an MHC pseudo amino acid sequence, predict their binding affinity value. This is MHC class I binding data.. Dataset: Peptide-MHC class I binding affinity with 185,985 pairs from IEDB/IMGT (1) The peptide sequence is ILRGSVAHK. The MHC is HLA-A31:01 with pseudo-sequence HLA-A31:01. The binding affinity (normalized) is 0.354. (2) The peptide sequence is FLYALALLL. The MHC is HLA-A02:06 with pseudo-sequence HLA-A02:06. The binding affinity (normalized) is 1.00.